Dataset: Full USPTO retrosynthesis dataset with 1.9M reactions from patents (1976-2016). Task: Predict the reactants needed to synthesize the given product. (1) Given the product [Br:1][C:2]1[CH:20]=[CH:19][CH:18]=[CH:17][C:3]=1[CH2:4][C@H:5]([NH:6][C:32](=[O:33])[C@H:31]([Br:30])[CH3:35])[C:7]([O:9][CH2:10][C:11]1[CH:12]=[CH:13][CH:14]=[CH:15][CH:16]=1)=[O:8], predict the reactants needed to synthesize it. The reactants are: [Br:1][C:2]1[CH:20]=[CH:19][CH:18]=[CH:17][C:3]=1[CH2:4][C@@H:5]([C:7]([O:9][CH2:10][C:11]1[CH:16]=[CH:15][CH:14]=[CH:13][CH:12]=1)=[O:8])[NH2:6].C(N(C(C)C)CC)(C)C.[Br:30][C@H:31]([CH3:35])[C:32](Cl)=[O:33]. (2) Given the product [CH2:23]1[CH:22]2[C:26]3([CH2:28][C:29]([NH:1][N:2]4[N:11]=[C:10]([N:12]5[CH2:17][CH2:16][O:15][CH2:14][CH2:13]5)[C:9]5[C:4](=[CH:5][CH:6]=[CH:7][CH:8]=5)[C:3]4=[O:18])=[O:39])[CH2:27][CH:20]([CH2:19][CH:24]1[CH2:25]3)[CH2:21]2, predict the reactants needed to synthesize it. The reactants are: [NH2:1][N:2]1[N:11]=[C:10]([N:12]2[CH2:17][CH2:16][O:15][CH2:14][CH2:13]2)[C:9]2[C:4](=[CH:5][CH:6]=[CH:7][CH:8]=2)[C:3]1=[O:18].[CH2:19]1[CH:24]2[CH2:25][C:26]3([C:28]([O-])=[CH:29][N+]#N)[CH2:27][CH:20]1[CH2:21][CH:22]3[CH2:23]2.CN1CCCC1=[O:39]. (3) Given the product [Br:15][C:3]1[C:2]([F:1])=[CH:7][C:6]([C:8]([F:11])([F:10])[F:9])=[CH:5][N:4]=1, predict the reactants needed to synthesize it. The reactants are: [F:1][C:2]1[C:3](O)=[N:4][CH:5]=[C:6]([C:8]([F:11])([F:10])[F:9])[CH:7]=1.P(Br)(Br)([Br:15])=O.CN(C)C=O.C(=O)(O)[O-].[Na+]. (4) Given the product [Br:1][C:2]1[C:3]([CH3:19])=[C:4]([C:9]2[CH:14]=[CH:13][CH:12]=[C:11]([C:15]([F:18])([F:16])[F:17])[CH:10]=2)[C:5]2[N:6]([N:33]=[C:26]([NH2:25])[N:8]=2)[CH:7]=1, predict the reactants needed to synthesize it. The reactants are: [Br:1][C:2]1[C:3]([CH3:19])=[C:4]([C:9]2[CH:14]=[CH:13][CH:12]=[C:11]([C:15]([F:18])([F:17])[F:16])[CH:10]=2)[C:5]([NH2:8])=[N:6][CH:7]=1.C(OC([N:25]=[C:26]=S)=O)C.Cl.NO.CC[N:33](C(C)C)C(C)C. (5) Given the product [Cl:1][C:2]1[CH:3]=[CH:4][C:5]([C:8]2[O:9][C:10]3[CH:21]=[C:20]([N+:22]([O-:24])=[O:23])[C:19]([O:25][S:28]([C:27]([F:40])([F:39])[F:26])(=[O:30])=[O:29])=[CH:18][C:11]=3[C:12]=2[C:13]([O:15][CH2:16][CH3:17])=[O:14])=[CH:6][CH:7]=1, predict the reactants needed to synthesize it. The reactants are: [Cl:1][C:2]1[CH:7]=[CH:6][C:5]([C:8]2[O:9][C:10]3[CH:21]=[C:20]([N+:22]([O-:24])=[O:23])[C:19]([OH:25])=[CH:18][C:11]=3[C:12]=2[C:13]([O:15][CH2:16][CH3:17])=[O:14])=[CH:4][CH:3]=1.[F:26][C:27]([F:40])([F:39])[S:28](O[S:28]([C:27]([F:40])([F:39])[F:26])(=[O:30])=[O:29])(=[O:30])=[O:29]. (6) Given the product [OH:1][C:2]1[CH:7]=[C:6]([CH:5]=[C:4]([OH:9])[CH:3]=1)[NH2:10], predict the reactants needed to synthesize it. The reactants are: [OH:1][C:2]1[CH:7]=[C:6](O)[CH:5]=[C:4]([OH:9])[CH:3]=1.[NH3:10]. (7) Given the product [Cl:1][C:2]1[CH:3]=[CH:4][C:5]([CH2:8][N:9]2[CH:10]=[C:11]([C:15]3[O:17][N:21]=[C:20]([C:22]4[CH:23]=[CH:24][C:25]([C:28]([F:29])([F:30])[F:31])=[CH:26][CH:27]=4)[N:19]=3)[CH:12]=[C:13]2[CH3:14])=[CH:6][N:7]=1, predict the reactants needed to synthesize it. The reactants are: [Cl:1][C:2]1[N:7]=[CH:6][C:5]([CH2:8][N:9]2[C:13]([CH3:14])=[CH:12][C:11]([C:15]([OH:17])=O)=[CH:10]2)=[CH:4][CH:3]=1.O[N:19]=[C:20]([C:22]1[CH:27]=[CH:26][C:25]([C:28]([F:31])([F:30])[F:29])=[CH:24][CH:23]=1)[NH2:21].